From a dataset of Forward reaction prediction with 1.9M reactions from USPTO patents (1976-2016). Predict the product of the given reaction. (1) Given the reactants C([O:5][C:6](=[O:27])[C:7]([S:10][C:11]1[S:12][CH:13]=[C:14]([CH2:16][CH2:17][NH:18][C:19]2[N:24]=[CH:23][C:22]([CH2:25][CH3:26])=[CH:21][N:20]=2)[N:15]=1)([CH3:9])[CH3:8])(C)(C)C.I[CH2:29][CH2:30][CH2:31][CH2:32][CH2:33][CH3:34].[BrH:35].C(O)(=O)C, predict the reaction product. The product is: [BrH:35].[CH2:25]([C:22]1[CH:23]=[N:24][C:19]([N:18]([CH2:29][CH2:30][CH2:31][CH2:32][CH2:33][CH3:34])[CH2:17][CH2:16][C:14]2[N:15]=[C:11]([S:10][C:7]([CH3:9])([CH3:8])[C:6]([OH:5])=[O:27])[S:12][CH:13]=2)=[N:20][CH:21]=1)[CH3:26]. (2) Given the reactants [F:1][C:2]1[CH:33]=[CH:32][C:5]([CH2:6][NH:7][C:8]([C:10]2[N:11]=[C:12]3[CH:18]([N:19]([CH3:27])[C:20](=[O:26])[C:21]([N:23]([CH3:25])[CH3:24])=[O:22])[CH2:17][NH:16][CH2:15][CH2:14][N:13]3[C:28](=[O:31])[C:29]=2[OH:30])=[O:9])=[CH:4][C:3]=1[CH3:34].C(N(CC)CC)C.C(O[C:45]1(O[Si](C)(C)C)[CH2:47][CH2:46]1)C.[BH3-]C#N.[Na+], predict the reaction product. The product is: [CH:45]1([N:16]2[CH2:17][CH:18]([N:19]([CH3:27])[C:20](=[O:26])[C:21]([N:23]([CH3:24])[CH3:25])=[O:22])[C:12]3=[N:11][C:10]([C:8]([NH:7][CH2:6][C:5]4[CH:32]=[CH:33][C:2]([F:1])=[C:3]([CH3:34])[CH:4]=4)=[O:9])=[C:29]([OH:30])[C:28](=[O:31])[N:13]3[CH2:14][CH2:15]2)[CH2:47][CH2:46]1.